Dataset: Forward reaction prediction with 1.9M reactions from USPTO patents (1976-2016). Task: Predict the product of the given reaction. (1) Given the reactants [OH:1][N:2]=[C:3]([NH2:5])[CH3:4].[H-].[Na+].[C:8]([O:12][C:13]([NH:15][CH:16]([C:18]1[C:27]([C:28]2[CH:33]=[CH:32][CH:31]=[CH:30][N:29]=2)=[C:26]([C:34](OC)=O)[C:25]2[C:20](=[CH:21][CH:22]=[C:23]([F:38])[CH:24]=2)[N:19]=1)[CH3:17])=[O:14])([CH3:11])([CH3:10])[CH3:9], predict the reaction product. The product is: [F:38][C:23]1[CH:24]=[C:25]2[C:20](=[CH:21][CH:22]=1)[N:19]=[C:18]([CH:16]([NH:15][C:13](=[O:14])[O:12][C:8]([CH3:10])([CH3:11])[CH3:9])[CH3:17])[C:27]([C:28]1[CH:33]=[CH:32][CH:31]=[CH:30][N:29]=1)=[C:26]2[C:34]1[O:1][N:2]=[C:3]([CH3:4])[N:5]=1. (2) Given the reactants [C:1]([O:5][C:6](=[O:48])[N:7]([CH:9]1[CH2:14][CH2:13][CH:12]([N:15]([C:36]([C:38]2[S:42][C:41]3[CH:43]=[CH:44][CH:45]=[CH:46][C:40]=3[C:39]=2[Cl:47])=[O:37])[CH2:16][C:17]2[CH:18]=[C:19]([C:24]3[CH:29]=[CH:28][C:27]([C:30](=[O:35])[C:31]([F:34])([F:33])[F:32])=[CH:26][CH:25]=3)[CH:20]=[CH:21][C:22]=2[F:23])[CH2:11][CH2:10]1)[CH3:8])([CH3:4])([CH3:3])[CH3:2].[BH4-].[Na+].O, predict the reaction product. The product is: [C:1]([O:5][C:6](=[O:48])[N:7]([CH:9]1[CH2:14][CH2:13][CH:12]([N:15]([C:36]([C:38]2[S:42][C:41]3[CH:43]=[CH:44][CH:45]=[CH:46][C:40]=3[C:39]=2[Cl:47])=[O:37])[CH2:16][C:17]2[CH:18]=[C:19]([C:24]3[CH:25]=[CH:26][C:27]([CH:30]([OH:35])[C:31]([F:33])([F:32])[F:34])=[CH:28][CH:29]=3)[CH:20]=[CH:21][C:22]=2[F:23])[CH2:11][CH2:10]1)[CH3:8])([CH3:4])([CH3:2])[CH3:3]. (3) Given the reactants [CH3:1][O:2][C:3]1[CH:4]=[C:5]2[C:9](=[CH:10][CH:11]=1)[NH:8][CH:7]=[CH:6]2.N1CCC[C@H]1C(O)=O.C(=O)([O-])[O-].[K+].[K+].I[C:27]1[CH:32]=[CH:31][CH:30]=[CH:29][CH:28]=1, predict the reaction product. The product is: [CH3:1][O:2][C:3]1[CH:4]=[C:5]2[C:9](=[CH:10][CH:11]=1)[N:8]([C:27]1[CH:32]=[CH:31][CH:30]=[CH:29][CH:28]=1)[CH:7]=[CH:6]2.